From a dataset of Forward reaction prediction with 1.9M reactions from USPTO patents (1976-2016). Predict the product of the given reaction. Given the reactants [C:1]([O:5][C:6](=[O:24])[NH:7][C@H:8]1[CH2:14][CH2:13][C@@H:12]([O:15][Si:16]([C:19]([CH3:22])([CH3:21])[CH3:20])([CH3:18])[CH3:17])[CH2:11][NH:10][C:9]1=[O:23])([CH3:4])([CH3:3])[CH3:2].Cl.Cl[CH2:27][C:28]1[CH:29]=[N:30][CH:31]=[CH:32][CH:33]=1.O, predict the reaction product. The product is: [C:1]([O:5][C:6](=[O:24])[NH:7][C@H:8]1[CH2:14][CH2:13][C@@H:12]([O:15][Si:16]([C:19]([CH3:22])([CH3:21])[CH3:20])([CH3:18])[CH3:17])[CH2:11][N:10]([CH2:27][C:28]2[CH:29]=[N:30][CH:31]=[CH:32][CH:33]=2)[C:9]1=[O:23])([CH3:4])([CH3:2])[CH3:3].